The task is: Predict which catalyst facilitates the given reaction.. This data is from Catalyst prediction with 721,799 reactions and 888 catalyst types from USPTO. Reactant: [Br:1][C:2]1[CH:3]=[C:4]2[C:9](=[CH:10][CH:11]=1)[C:8](=[O:12])[N:7]([CH2:13][CH:14]1[CH2:16][CH2:15]1)[C:6]([CH2:17]O)=[C:5]2[O:19][CH2:20][CH2:21][CH2:22][CH3:23].S(Cl)([Cl:26])=O.[Na]. Product: [Br:1][C:2]1[CH:3]=[C:4]2[C:9](=[CH:10][CH:11]=1)[C:8](=[O:12])[N:7]([CH2:13][CH:14]1[CH2:16][CH2:15]1)[C:6]([CH2:17][Cl:26])=[C:5]2[O:19][CH2:20][CH2:21][CH2:22][CH3:23]. The catalyst class is: 11.